The task is: Predict which catalyst facilitates the given reaction.. This data is from Catalyst prediction with 721,799 reactions and 888 catalyst types from USPTO. (1) Reactant: [C:1]([O:5][C:6]([N:8]1[CH2:12][CH2:11][CH:10]([NH2:13])[CH2:9]1)=[O:7])([CH3:4])([CH3:3])[CH3:2].[CH3:14][C:15]1[CH:24]=[C:23]([NH:25][C:26](NC2C3C(=CC=CC=3)N=C(C)C=2)=[O:27])[C:22]2[C:17](=[CH:18][CH:19]=[CH:20][CH:21]=2)[N:16]=1.C([O-])([O-])=O.[Na+].[Na+]. Product: [C:1]([O:5][C:6]([N:8]1[CH2:12][CH2:11][CH:10]([NH:13][C:26]([NH:25][C:23]2[C:22]3[C:17](=[CH:18][CH:19]=[CH:20][CH:21]=3)[N:16]=[C:15]([CH3:14])[CH:24]=2)=[O:27])[CH2:9]1)=[O:7])([CH3:4])([CH3:2])[CH3:3]. The catalyst class is: 5. (2) The catalyst class is: 12. Product: [C:1](=[N:14][C:15]1[CH:16]=[CH:17][C:18]([F:32])=[C:19]([C@:21]2([CH3:31])[CH2:27][C:26]([CH3:29])([CH3:28])[O:25][CH2:24][C:23](=[S:42])[NH:22]2)[CH:20]=1)([C:8]1[CH:13]=[CH:12][CH:11]=[CH:10][CH:9]=1)[C:2]1[CH:7]=[CH:6][CH:5]=[CH:4][CH:3]=1. Reactant: [C:1](=[N:14][C:15]1[CH:16]=[CH:17][C:18]([F:32])=[C:19]([C@:21]2([CH3:31])[CH2:27][C:26]([CH3:29])([CH3:28])[O:25][CH2:24][C:23](=O)[NH:22]2)[CH:20]=1)([C:8]1[CH:13]=[CH:12][CH:11]=[CH:10][CH:9]=1)[C:2]1[CH:7]=[CH:6][CH:5]=[CH:4][CH:3]=1.COC1C=CC(P2(=S)SP(=S)(C3C=CC(OC)=CC=3)[S:42]2)=CC=1.